This data is from Full USPTO retrosynthesis dataset with 1.9M reactions from patents (1976-2016). The task is: Predict the reactants needed to synthesize the given product. Given the product [CH3:1][O:2][C:3]1[CH:4]=[C:5]([CH:21]=[CH:22][C:23]=1[O:24][CH3:25])[CH2:6][C@H:7]1[C:16]2[C:11](=[CH:12][C:13]([O:19][CH3:20])=[C:14]([O:17][CH3:18])[CH:15]=2)[CH2:10][CH2:9][N:8]1[CH2:27][C:28]([NH:37][CH2:36][C:35]1[CH:38]=[CH:39][CH:40]=[CH:41][C:34]=1[O:33][CH2:31][CH3:32])=[O:29], predict the reactants needed to synthesize it. The reactants are: [CH3:1][O:2][C:3]1[CH:4]=[C:5]([CH:21]=[CH:22][C:23]=1[O:24][CH3:25])[CH2:6][C@H:7]1[C:16]2[C:11](=[CH:12][C:13]([O:19][CH3:20])=[C:14]([O:17][CH3:18])[CH:15]=2)[CH2:10][CH2:9][NH:8]1.Br[CH2:27][C:28](Br)=[O:29].[CH2:31]([O:33][C:34]1[CH:41]=[CH:40][CH:39]=[CH:38][C:35]=1[CH2:36][NH2:37])[CH3:32].